From a dataset of Reaction yield outcomes from USPTO patents with 853,638 reactions. Predict the reaction yield, written as a fraction of the theoretical maximum amount of product (1.0 means a 100% yield; for example, 0.34 means a 34% yield). The reactants are Cl.[F:2][C:3]([F:17])([F:16])[C:4]1[CH:9]=[CH:8][C:7]([C:10]2[CH2:11][CH2:12][NH:13][CH2:14][CH:15]=2)=[CH:6][CH:5]=1.N1C=CC=CC=1.[Cl:24][C:25](Cl)([O:27]C(=O)OC(Cl)(Cl)Cl)Cl. No catalyst specified. The product is [F:17][C:3]([F:2])([F:16])[C:4]1[CH:5]=[CH:6][C:7]([C:10]2[CH2:15][CH2:14][N:13]([C:25]([Cl:24])=[O:27])[CH2:12][CH:11]=2)=[CH:8][CH:9]=1. The yield is 0.670.